Dataset: Forward reaction prediction with 1.9M reactions from USPTO patents (1976-2016). Task: Predict the product of the given reaction. (1) Given the reactants [CH3:1][C:2]1[C:6]([CH2:7][OH:8])=[CH:5][N:4]([C:9]2[CH:14]=[CH:13][N:12]=[C:11]([NH:15][C:16]3[CH:17]=[C:18]4[C:22](=[CH:23][CH:24]=3)[N:21]([CH3:25])[CH:20]=[CH:19]4)[N:10]=2)[N:3]=1, predict the reaction product. The product is: [CH3:1][C:2]1[C:6]([CH:7]=[O:8])=[CH:5][N:4]([C:9]2[CH:14]=[CH:13][N:12]=[C:11]([NH:15][C:16]3[CH:17]=[C:18]4[C:22](=[CH:23][CH:24]=3)[N:21]([CH3:25])[CH:20]=[CH:19]4)[N:10]=2)[N:3]=1. (2) Given the reactants [F:1][C:2]1[CH:3]=[C:4]([C@:9]2([OH:17])[O:14][CH2:13][C@@H:12]([CH3:15])[NH:11][C@H:10]2[CH3:16])[CH:5]=[C:6]([F:8])[CH:7]=1.[BH4-].[Na+].Cl, predict the reaction product. The product is: [OH:14][CH2:13][C@H:12]([NH:11][C@@H:10]([CH3:16])[C@@H:9]([C:4]1[CH:5]=[C:6]([F:8])[CH:7]=[C:2]([F:1])[CH:3]=1)[OH:17])[CH3:15]. (3) The product is: [C:14]([C:11]1[CH:12]=[CH:13][C:8]([C:7]([NH:6][CH:4]([CH3:5])[C:3]([OH:19])=[O:2])=[O:18])=[CH:9][CH:10]=1)([CH3:16])([CH3:15])[CH3:17]. Given the reactants C[O:2][C:3](=[O:19])[CH:4]([NH:6][C:7](=[O:18])[C:8]1[CH:13]=[CH:12][C:11]([C:14]([CH3:17])([CH3:16])[CH3:15])=[CH:10][CH:9]=1)[CH3:5].[OH-].[Na+].Cl, predict the reaction product. (4) The product is: [CH3:9][N:8]([CH3:10])[C:5]1[N:6]=[CH:7][C:2]([B:20]([OH:21])[OH:19])=[CH:3][C:4]=1[CH3:11]. Given the reactants Br[C:2]1[CH:3]=[C:4]([CH3:11])[C:5]([N:8]([CH3:10])[CH3:9])=[N:6][CH:7]=1.CC([O-])=O.[K+].CC1(C)C(C)(C)[O:21][B:20](B2OC(C)(C)C(C)(C)O2)[O:19]1.O, predict the reaction product.